From a dataset of Reaction yield outcomes from USPTO patents with 853,638 reactions. Predict the reaction yield, written as a fraction of the theoretical maximum amount of product (1.0 means a 100% yield; for example, 0.34 means a 34% yield). (1) The reactants are [OH:1][C:2]1[CH:10]=[CH:9][C:8]([C:11]2[N:12]([C:27]([O:29][C:30]([CH3:33])([CH3:32])[CH3:31])=[O:28])[C:13]3[C:18]([CH:19]=2)=[CH:17][C:16]([CH2:20][N:21]2[CH2:26][CH2:25][CH2:24][CH2:23][CH2:22]2)=[CH:15][CH:14]=3)=[C:7]2[C:3]=1[CH2:4][NH:5][C:6]2=[O:34].C(N(CC)CC)C.[F:42][C:43]1[CH:44]=[CH:45][C:46]([CH3:53])=[C:47]([S:49](Cl)(=[O:51])=[O:50])[CH:48]=1. The catalyst is C(#N)C. The product is [CH3:53][C:46]1[CH:45]=[CH:44][C:43]([F:42])=[CH:48][C:47]=1[S:49]([O:1][C:2]1[CH:10]=[CH:9][C:8]([C:11]2[N:12]([C:27]([O:29][C:30]([CH3:31])([CH3:33])[CH3:32])=[O:28])[C:13]3[C:18]([CH:19]=2)=[CH:17][C:16]([CH2:20][N:21]2[CH2:26][CH2:25][CH2:24][CH2:23][CH2:22]2)=[CH:15][CH:14]=3)=[C:7]2[C:3]=1[CH2:4][NH:5][C:6]2=[O:34])(=[O:51])=[O:50]. The yield is 0.400. (2) The reactants are [CH3:1][C:2]1([CH3:10])[CH2:7][CH2:6][C:5](=[O:8])[CH2:4][C:3]1=[O:9].CO[CH:13](OC)[N:14]([CH3:16])[CH3:15]. No catalyst specified. The product is [CH3:13][N:14]([CH:16]=[C:4]1[C:3](=[O:9])[C:2]([CH3:10])([CH3:1])[CH2:7][CH2:6][C:5]1=[O:8])[CH3:15]. The yield is 0.950. (3) The reactants are [C:1]([C:4]1[O:5][C:6]2[CH:12]=[C:11]([C:13]([O:15]C)=[O:14])[CH:10]=[CH:9][C:7]=2[CH:8]=1)(=[O:3])[CH3:2].[OH-].[Na+]. The catalyst is CO.O. The product is [C:1]([C:4]1[O:5][C:6]2[CH:12]=[C:11]([C:13]([OH:15])=[O:14])[CH:10]=[CH:9][C:7]=2[CH:8]=1)(=[O:3])[CH3:2]. The yield is 0.930. (4) The reactants are N(C(OCC)=O)=NC(OCC)=O.[N:13]1[CH:18]=[CH:17][C:16]([CH2:19][CH2:20][OH:21])=[CH:15][CH:14]=1.C1(P(C2C=CC=CC=2)C2C=CC=CC=2)C=CC=CC=1.[Br:41][C:42]1[CH:47]=[CH:46][C:45](O)=[CH:44][CH:43]=1. The catalyst is C1COCC1. The product is [Br:41][C:42]1[CH:47]=[CH:46][C:45]([O:21][CH2:20][CH2:19][C:16]2[CH:17]=[CH:18][N:13]=[CH:14][CH:15]=2)=[CH:44][CH:43]=1. The yield is 0.462.